This data is from Full USPTO retrosynthesis dataset with 1.9M reactions from patents (1976-2016). The task is: Predict the reactants needed to synthesize the given product. (1) Given the product [CH:1]1([NH:4][C:5](=[O:28])[C:6]2[CH:11]=[CH:10][C:9]([C:12]3[N:16]4[N:17]=[C:18]([S:26]([CH3:27])(=[O:29])=[O:35])[CH:19]=[C:20]([NH:21][CH2:22][CH:23]([CH3:25])[CH3:24])[C:15]4=[N:14][CH:13]=3)=[CH:8][CH:7]=2)[CH2:2][CH2:3]1, predict the reactants needed to synthesize it. The reactants are: [CH:1]1([NH:4][C:5](=[O:28])[C:6]2[CH:11]=[CH:10][C:9]([C:12]3[N:16]4[N:17]=[C:18]([S:26][CH3:27])[CH:19]=[C:20]([NH:21][CH2:22][CH:23]([CH3:25])[CH3:24])[C:15]4=[N:14][CH:13]=3)=[CH:8][CH:7]=2)[CH2:3][CH2:2]1.[OH:29]OS([O-])=O.[K+].[OH2:35]. (2) Given the product [CH3:38][O:39][C:14](=[O:37])[C@@H:15]([O:34][CH2:35][CH3:36])[C@@H:16]([C:18]1[C:19]([CH3:33])=[CH:20][C:21]([O:25][CH2:26][C:27]2[CH:32]=[CH:31][CH:30]=[CH:29][CH:28]=2)=[CH:22][C:23]=1[CH3:24])[OH:17], predict the reactants needed to synthesize it. The reactants are: C([C@H]1COC(=O)N1[C:14](=[O:37])[C@@H:15]([O:34][CH2:35][CH3:36])[C@@H:16]([C:18]1[C:23]([CH3:24])=[CH:22][C:21]([O:25][CH2:26][C:27]2[CH:32]=[CH:31][CH:30]=[CH:29][CH:28]=2)=[CH:20][C:19]=1[CH3:33])[OH:17])C1C=CC=CC=1.[CH3:38][O-:39].[Na+]. (3) Given the product [Cl:3][C:4]1[CH:5]=[CH:6][C:7]([S:10]([NH:13][CH:14]([CH2:20][C:21]([F:30])([CH3:23])[CH3:22])[C:15]([O:17][CH2:18][CH3:19])=[O:16])(=[O:12])=[O:11])=[CH:8][CH:9]=1.[Cl:3][C:4]1[CH:9]=[CH:8][C:7]([S:10]([NH:13][CH:14]2[CH2:20][C:21]([CH3:23])([CH3:22])[O:16][C:15]2=[O:17])(=[O:12])=[O:11])=[CH:6][CH:5]=1, predict the reactants needed to synthesize it. The reactants are: [H][H].[Cl:3][C:4]1[CH:9]=[CH:8][C:7]([S:10]([NH:13][CH:14]([CH2:20][C:21]([CH3:23])=[CH2:22])[C:15]([O:17][CH2:18][CH3:19])=[O:16])(=[O:12])=[O:11])=[CH:6][CH:5]=1.N1C=CC=CC=1.[FH:30]. (4) Given the product [Cl:1][C:2]1[CH:3]=[CH:4][C:5]([C:6]([NH:8][C:9]2[N:13]([CH2:14][CH:15]3[CH2:19][CH2:18][CH2:17][N:16]3[C:20](=[O:24])[C:21]([C:22]#[N:23])=[CH:48][C:47]([N:46]([CH3:52])[CH3:45])([CH3:51])[CH3:50])[C:12]3[CH:25]=[CH:26][C:27]([CH2:29][N:30]([C@H:37]([C:39]([CH3:42])([CH3:41])[CH3:40])[CH3:38])[C:31](=[O:36])[O:32][CH2:33][CH:34]=[CH2:35])=[CH:28][C:11]=3[N:10]=2)=[O:7])=[CH:43][CH:44]=1, predict the reactants needed to synthesize it. The reactants are: [Cl:1][C:2]1[CH:44]=[CH:43][C:5]([C:6]([NH:8][C:9]2[N:13]([CH2:14][CH:15]3[CH2:19][CH2:18][CH2:17][N:16]3[C:20](=[O:24])[CH2:21][C:22]#[N:23])[C:12]3[CH:25]=[CH:26][C:27]([CH2:29][N:30]([C@H:37]([C:39]([CH3:42])([CH3:41])[CH3:40])[CH3:38])[C:31](=[O:36])[O:32][CH2:33][CH:34]=[CH2:35])=[CH:28][C:11]=3[N:10]=2)=[O:7])=[CH:4][CH:3]=1.[CH3:45][N:46]([CH3:52])[C:47]([CH3:51])([CH3:50])[CH:48]=O.N1CCCCC1.